Dataset: HIV replication inhibition screening data with 41,000+ compounds from the AIDS Antiviral Screen. Task: Binary Classification. Given a drug SMILES string, predict its activity (active/inactive) in a high-throughput screening assay against a specified biological target. The compound is COc1cc(C=C2CCCC(=Cc3ccc(OC(=O)CCCCC4CCSS4)c(OC)c3)C2=O)ccc1OC(=O)CCCCC1CCSS1. The result is 0 (inactive).